From a dataset of HIV replication inhibition screening data with 41,000+ compounds from the AIDS Antiviral Screen. Binary Classification. Given a drug SMILES string, predict its activity (active/inactive) in a high-throughput screening assay against a specified biological target. (1) The result is 0 (inactive). The compound is Clc1ccc(CSc2ccc3nncc(SCc4ccc(Cl)c(Cl)c4)c3c2)cc1Cl. (2) The result is 0 (inactive). The molecule is COc1ccc2c(c1)OCCN(C)OC2c1cccc(Cl)c1. (3) The molecule is O=C(Nc1c(Cl)cc([N+](=O)[O-])cc1Cl)C(=O)C1C(=O)NC(=S)NC1=O. The result is 0 (inactive). (4) The molecule is CCCCc1ccc(Nc2nc(Cl)c3c(ncn3C3CC(Oc4ccc(C)cc4)C(COc4ccc(C)cc4)O3)n2)cc1. The result is 0 (inactive). (5) The compound is COC1(OC)c2ccccc2C2(O)c3ccccc3C(=O)C12. The result is 0 (inactive). (6) The molecule is CN(N=Cc1ccc(Cl)c(Cl)c1)C1=NCCN1.I. The result is 0 (inactive). (7) The result is 0 (inactive). The drug is Cc1cccnc1NC(=O)NCCCl.